From a dataset of NCI-60 drug combinations with 297,098 pairs across 59 cell lines. Regression. Given two drug SMILES strings and cell line genomic features, predict the synergy score measuring deviation from expected non-interaction effect. (1) Drug 1: C1CCC(C1)C(CC#N)N2C=C(C=N2)C3=C4C=CNC4=NC=N3. Drug 2: C(CCl)NC(=O)N(CCCl)N=O. Cell line: CCRF-CEM. Synergy scores: CSS=-1.66, Synergy_ZIP=-1.54, Synergy_Bliss=-6.61, Synergy_Loewe=-9.00, Synergy_HSA=-9.08. (2) Drug 2: CCC1(CC2CC(C3=C(CCN(C2)C1)C4=CC=CC=C4N3)(C5=C(C=C6C(=C5)C78CCN9C7C(C=CC9)(C(C(C8N6C)(C(=O)OC)O)OC(=O)C)CC)OC)C(=O)OC)O.OS(=O)(=O)O. Cell line: HT29. Drug 1: CC1=C(C=C(C=C1)C(=O)NC2=CC(=CC(=C2)C(F)(F)F)N3C=C(N=C3)C)NC4=NC=CC(=N4)C5=CN=CC=C5. Synergy scores: CSS=6.20, Synergy_ZIP=3.27, Synergy_Bliss=4.17, Synergy_Loewe=2.93, Synergy_HSA=2.31.